Dataset: Forward reaction prediction with 1.9M reactions from USPTO patents (1976-2016). Task: Predict the product of the given reaction. (1) Given the reactants C([O-])(=O)C.[Na+].[CH:6]1[N:7]=[C:8]([C:15]([C:17]2[CH:22]=[CH:21][C:20]([N+:23]([O-:25])=[O:24])=[C:19]([O:26][CH3:27])[CH:18]=2)=[O:16])[N:9]2[CH:14]=[CH:13][CH:12]=[CH:11][C:10]=12.[Br:28]Br.C(=O)(O)[O-].[Na+], predict the reaction product. The product is: [Br:28][C:6]1[N:7]=[C:8]([C:15]([C:17]2[CH:22]=[CH:21][C:20]([N+:23]([O-:25])=[O:24])=[C:19]([O:26][CH3:27])[CH:18]=2)=[O:16])[N:9]2[CH:14]=[CH:13][CH:12]=[CH:11][C:10]=12. (2) Given the reactants I[C@H:2]1[C@H:8]2[CH2:9][C@H:5]([C:6](=[O:10])[O:7]2)[CH2:4][CH2:3]1.[OH-].[Na+].[CH2:13]([OH:15])[CH3:14], predict the reaction product. The product is: [CH2:13]([O:15][C:6]([C@@H:5]1[CH2:4][CH2:3][C@H:2]2[C@H:8]([O:7]2)[CH2:9]1)=[O:10])[CH3:14]. (3) Given the reactants [N+:1]([C:4]1[CH:9]=[CH:8][C:7]([CH2:10][C:11]2([N+:16]([O-])=O)[CH2:15][CH2:14][CH2:13][CH2:12]2)=[CH:6][CH:5]=1)([O-])=O, predict the reaction product. The product is: [NH2:16][C:11]1([CH2:10][C:7]2[CH:8]=[CH:9][C:4]([NH2:1])=[CH:5][CH:6]=2)[CH2:12][CH2:13][CH2:14][CH2:15]1. (4) The product is: [O:13]1[CH:17]=[CH:16][CH:15]=[C:14]1[CH:18]([C:24](=[O:28])[CH:25]([CH3:27])[CH3:26])[C:19]([O:21][CH2:22][CH3:23])=[O:20]. Given the reactants C(NC(C)C)(C)C.C([Li])CCC.[O:13]1[CH:17]=[CH:16][CH:15]=[C:14]1[CH2:18][C:19]([O:21][CH2:22][CH3:23])=[O:20].[C:24](Cl)(=[O:28])[CH:25]([CH3:27])[CH3:26], predict the reaction product.